Dataset: Catalyst prediction with 721,799 reactions and 888 catalyst types from USPTO. Task: Predict which catalyst facilitates the given reaction. (1) Reactant: C([O:3][C:4]([C:6]1([CH2:22][CH2:23]OC)[CH2:11][CH2:10][N:9]([S:12]([C:15]2[CH:20]=[CH:19][CH:18]=[CH:17][C:16]=2[Cl:21])(=[O:14])=[O:13])[CH2:8][CH2:7]1)=O)C.[Cl-].C[Al+]C.[F:30][C:31]1[CH:36]=[CH:35][C:34]([CH2:37][CH:38]([NH2:40])[CH3:39])=[CH:33][CH:32]=1. Product: [Cl:21][C:16]1[CH:17]=[CH:18][CH:19]=[CH:20][C:15]=1[S:12]([N:9]1[CH2:8][CH2:7][C:6]2([C:4](=[O:3])[N:40]([CH:38]([CH3:39])[CH2:37][C:34]3[CH:35]=[CH:36][C:31]([F:30])=[CH:32][CH:33]=3)[CH2:23][CH2:22]2)[CH2:11][CH2:10]1)(=[O:14])=[O:13]. The catalyst class is: 11. (2) Reactant: Br[C:2]1[CH:3]=[CH:4][C:5]([N:8]2[CH2:17][CH2:16][C:11]3([CH2:14][CH:13]([OH:15])[CH2:12]3)[CH2:10][CH2:9]2)=[N:6][CH:7]=1.[F:18][C:19]1[CH:24]=[CH:23][C:22](B(O)O)=[CH:21][CH:20]=1.C(=O)([O-])[O-].[Cs+].[Cs+].O1CCCC1. Product: [F:18][C:19]1[CH:24]=[CH:23][C:22]([C:2]2[CH:3]=[CH:4][C:5]([N:8]3[CH2:17][CH2:16][C:11]4([CH2:14][CH:13]([OH:15])[CH2:12]4)[CH2:10][CH2:9]3)=[N:6][CH:7]=2)=[CH:21][CH:20]=1. The catalyst class is: 34. (3) The catalyst class is: 9. Reactant: [F:1][C:2]1[CH:3]=[CH:4][CH:5]=[C:6]2[C:10]=1[NH:9][N:8]=[CH:7]2.[I:11]I.[OH-].[K+].S(=O)(O)[O-].[Na+]. Product: [F:1][C:2]1[CH:3]=[CH:4][CH:5]=[C:6]2[C:10]=1[NH:9][N:8]=[C:7]2[I:11]. (4) Reactant: [CH2:1]([NH:3][C:4](=[O:7])[CH:5]=[CH2:6])[CH3:2].[CH:8]1([NH2:13])[CH2:12][CH2:11][CH2:10][CH2:9]1. Product: [CH:8]1([NH:13][CH2:6][CH2:5][C:4]([NH:3][CH2:1][CH3:2])=[O:7])[CH2:12][CH2:11][CH2:10][CH2:9]1. The catalyst class is: 5. (5) Reactant: [CH3:1][O:2][C:3]1[N:8]=[C:7]([CH:9]=[N:10][S@@:11]([C:13]([CH3:16])([CH3:15])[CH3:14])=[O:12])[CH:6]=[CH:5][CH:4]=1.[CH3:17][Mg]Br.[NH4+].[Cl-]. Product: [CH3:1][O:2][C:3]1[N:8]=[C:7]([CH:9]([NH:10][S@@:11]([C:13]([CH3:16])([CH3:15])[CH3:14])=[O:12])[CH3:17])[CH:6]=[CH:5][CH:4]=1. The catalyst class is: 49. (6) Reactant: [OH-].[Na+].[CH3:3][C:4]1[CH:9]=[C:8]([CH2:10][CH2:11][CH2:12][S:13]([CH3:16])(=[O:15])=[O:14])[CH:7]=[C:6]([CH3:17])[C:5]=1[C:18]1[CH:26]=[CH:25][C:24]([F:27])=[C:23]2[C:19]=1[CH2:20][CH2:21][C@H:22]2[O:28][C:29]1[CH:42]=[CH:41][C:32]2[C@H:33]([CH2:36][C:37]([O:39]C)=[O:38])[CH2:34][O:35][C:31]=2[CH:30]=1. Product: [CH3:17][C:6]1[CH:7]=[C:8]([CH2:10][CH2:11][CH2:12][S:13]([CH3:16])(=[O:15])=[O:14])[CH:9]=[C:4]([CH3:3])[C:5]=1[C:18]1[CH:26]=[CH:25][C:24]([F:27])=[C:23]2[C:19]=1[CH2:20][CH2:21][C@H:22]2[O:28][C:29]1[CH:42]=[CH:41][C:32]2[C@H:33]([CH2:36][C:37]([OH:39])=[O:38])[CH2:34][O:35][C:31]=2[CH:30]=1. The catalyst class is: 5. (7) Reactant: [CH3:1][O:2][C:3]([C@@H:5]1[C@@H:9]([OH:10])[CH2:8][CH2:7][N:6]1[C:11]([NH:13][C:14]1[CH:19]=[CH:18][C:17]([C:20]#[N:21])=[C:16]([Cl:22])[C:15]=1[CH3:23])=[O:12])=[O:4].N1C=CN=C1.[Si:29](Cl)([C:32]([CH3:35])([CH3:34])[CH3:33])([CH3:31])[CH3:30].CO. Product: [CH3:1][O:2][C:3]([C@@H:5]1[C@@H:9]([O:10][Si:29]([C:32]([CH3:35])([CH3:34])[CH3:33])([CH3:31])[CH3:30])[CH2:8][CH2:7][N:6]1[C:11]([NH:13][C:14]1[CH:19]=[CH:18][C:17]([C:20]#[N:21])=[C:16]([Cl:22])[C:15]=1[CH3:23])=[O:12])=[O:4]. The catalyst class is: 3.